This data is from Full USPTO retrosynthesis dataset with 1.9M reactions from patents (1976-2016). The task is: Predict the reactants needed to synthesize the given product. (1) Given the product [Br:17][C:18]1[CH:23]=[CH:22][C:21]([C:7]2[C:2]([CH3:1])=[N:3][CH:4]=[CH:5][CH:6]=2)=[CH:20][CH:19]=1, predict the reactants needed to synthesize it. The reactants are: [CH3:1][C:2]1[C:7](B2OC(C)(C)C(C)(C)O2)=[CH:6][CH:5]=[CH:4][N:3]=1.[Br:17][C:18]1[CH:23]=[CH:22][C:21](Br)=[CH:20][CH:19]=1.P([O-])([O-])([O-])=O.[K+].[K+].[K+]. (2) Given the product [ClH:1].[F:20][C:21]1[CH:22]=[C:23]([CH:25]=[CH:26][C:27]=1[OH:28])[NH:24][C:2]1[C:11]2[C:6](=[CH:7][CH:8]=[CH:9][C:10]=2[O:12][CH:13]2[CH2:18][CH2:17][N:16]([CH3:19])[CH2:15][CH2:14]2)[N:5]=[CH:4][N:3]=1, predict the reactants needed to synthesize it. The reactants are: [Cl:1][C:2]1[C:11]2[C:6](=[CH:7][CH:8]=[CH:9][C:10]=2[O:12][CH:13]2[CH2:18][CH2:17][N:16]([CH3:19])[CH2:15][CH2:14]2)[N:5]=[CH:4][N:3]=1.[F:20][C:21]1[CH:22]=[C:23]([CH:25]=[CH:26][C:27]=1[OH:28])[NH2:24]. (3) Given the product [C:14]([O-:23])(=[O:22])[CH2:15][CH2:16][CH2:17][CH2:18][CH2:19][CH2:20][CH3:21].[C:14]([O-:23])(=[O:22])[CH2:15][CH2:16][CH2:17][CH2:18][CH2:19][CH2:20][CH3:21].[C:14]([O-:23])(=[O:22])[CH2:15][CH2:16][CH2:17][CH2:18][CH2:19][CH2:20][CH3:21].[Al+3:5], predict the reactants needed to synthesize it. The reactants are: CC(C)[O-].[Al+3:5].CC(C)[O-].CC(C)[O-].[C:14]([OH:23])(=[O:22])[CH2:15][CH2:16][CH2:17][CH2:18][CH2:19][CH2:20][CH3:21]. (4) Given the product [O:15]=[C:14]1[NH:4][CH2:1][CH2:2][N:3]2[C@@H:19]([C:20]([O:22][CH2:23][CH3:24])=[O:21])[CH2:18][CH2:17][C@@H:16]12, predict the reactants needed to synthesize it. The reactants are: [CH2:1]([NH2:4])[CH2:2][NH2:3].C([O-])([O-])=O.[K+].[K+].CCO[C:14]([CH:16](Br)[CH2:17][CH2:18][CH:19](Br)[C:20]([O:22][CH2:23][CH3:24])=[O:21])=[O:15]. (5) Given the product [CH3:1][N:2]([CH:10]1[CH2:15][CH2:14][N:13]([CH2:16][C:17]2([CH3:28])[O:21][C:20]3=[N:22][C:23]([N+:25]([O-:27])=[O:26])=[CH:24][N:19]3[CH2:18]2)[CH2:12][CH2:11]1)[C:3](=[O:9])[O:4][CH2:45][C:46]1[CH:51]=[CH:50][CH:49]=[CH:48][CH:47]=1, predict the reactants needed to synthesize it. The reactants are: [CH3:1][N:2]([CH:10]1[CH2:15][CH2:14][N:13]([CH2:16][C:17]2([CH3:28])[O:21][C:20]3=[N:22][C:23]([N+:25]([O-:27])=[O:26])=[CH:24][N:19]3[CH2:18]2)[CH2:12][CH2:11]1)[C:3](=[O:9])[O:4]C(C)(C)C.FC(F)(F)C(O)=O.C(N(CC)CC)C.C(Cl)(=O)O[CH2:45][C:46]1[CH:51]=[CH:50][CH:49]=[CH:48][CH:47]=1.